Dataset: Experimentally validated miRNA-target interactions with 360,000+ pairs, plus equal number of negative samples. Task: Binary Classification. Given a miRNA mature sequence and a target amino acid sequence, predict their likelihood of interaction. (1) The miRNA is dme-miR-263a-5p with sequence AAUGGCACUGGAAGAAUUCACGGG. The protein sequence of the target gene is MYSGNRSGGHGYWDGGGAAGAEGPAPAGTLSPAPLFSPGTYERLALLLGSIGLLGVGNNLLVLVLYYKFQRLRTPTHLLLVNISLSDLLVSLFGVTFTFVSCLRNGWVWDTVGCVWDGFSGSLFGIVSIATLTVLAYERYIRVVHARVINFSWAWRAITYIWLYSLAWAGAPLLGWNRYILDVHGLGCTVDWKSKDANDSSFVLFLFLGCLVVPLGVIAHCYGHILYSIRMLRCVEDLQTIQVIKILKYEKKLAKMCFLMIFTFLVCWMPYIVICFLVVNGHGHLVTPTISIVSYLFAKS.... Result: 0 (no interaction). (2) The protein sequence of the target gene is MPHARTETSVGTYESHSTSELEDLTEPEQRELKTKLTKLEAEIVTLRHVLAAKERRCGELKRKLGLTALVGLRQNLSKSWLDVQVSNTYVKQKTSAALSTMGTLICRKLGGVKKSATFRSFEGLMGTIKSKVSGGKRAWP. The miRNA is hsa-miR-1321 with sequence CAGGGAGGUGAAUGUGAU. Result: 0 (no interaction). (3) The miRNA is mmu-miR-3059-5p with sequence UUUCCUCUCUGCCCCAUAGGGU. The protein sequence of the target gene is MMAYMNPGPHYSVNALALSGPNVDLMHQAVPYSSAPRKQRRERTTFTRSQLEELEALFAKTQYPDVYAREEVALKINLPESRVQVWFKNRRAKCRQQRQQQKQQQQPPGAQTKARPAKRKAGTSPRPSTDVCTDPLGISDSYSPSLPGPSGSPTTAVATVSIWSPASEAPLPEAQRAGLVASGPSLTSAPYAMTYAPASAFCSSPSAYASPSSYFSGLDPYLSPMVPQLGGPALSPLSGPSVGPSLAQSPTSLSGQSYSTYSPVDSLEFKDPTGTWKFTYNPMDPLDYKDQSAWKFQIL. Result: 1 (interaction). (4) The miRNA is hsa-miR-668-3p with sequence UGUCACUCGGCUCGGCCCACUAC. The protein sequence of the target gene is MGNSALRAHVETAQKTGVFQLKDRGLTEFPADLQKLTSNLRTIDLSNNKIESLPPLLIGKFTLLKSLSLNNNKLTVLPDEICNLKKLETLSLNNNHLRELPSTFGQLSALKTLSLSGNQLGALPPQLCSLRHLDVMDLSKNQIRSIPDSVGELQVIELNLNQNQISQISVKISCCPRLKILRLEENCLELSMLPQSILSDSQICLLAVEGNLFEIKKLRELEGYDKYMERFTATKKKFA. Result: 1 (interaction). (5) Result: 1 (interaction). The miRNA is hsa-miR-519d-3p with sequence CAAAGUGCCUCCCUUUAGAGUG. The protein sequence of the target gene is MLRLLASGCARGPGPGVGARPAAGLFHPGRRQSRQASDAPRNQPPSPEFVARPVGVCSMMRLPVQTSPEGLDAAFIGVPLDTGTSNRPGARFGPRRIREESVMLGTVNPSTGALPFQSLMVADLGDVNVNLYNLQDSCRRIQEAYEKIVAAGCIPLTLGGDHTITYPILQAMAKKHGPVGLLHVDAHTDTTDKALGEKLYHGAPFRRCVDEGLLDCKRVVQIGIRGSSTTLDPYRYNRSQGFRVVLAEDCWMKSLVPLMGEVRQQMGGKPIYISFDIDALDPAYAPGTGTPEIAGLTPSQ.... (6) The miRNA is hsa-miR-3935 with sequence UGUAGAUACGAGCACCAGCCAC. The protein sequence of the target gene is MNSSTSAGVYANGNDNKKFKGDRPPCSPSRVLHLRKIPCDVTEAEVISLGLPFGKVTNLLMLKGKSQAFLEMASEEAAVTMINYYTPVTPHLRSQPVYIQYSNHRELKTDNLPNQARAQAALQAVSAVQSGNLSLPGATANEGTLLPGQSPVLRIIIENLFYPVTLEVLHQIFSKFGTVLKIITFTKNNQFQALLQYADPVNAQYAKMALDGQNIYNACCTLRIDFSKLTSLNVKYNNDKSRDFTRLDLPTGDGQPSLEPPMAAAFGAPGIMSSPYAGAAGFAPAIAFPQAAGLSVPAVP.... Result: 0 (no interaction).